From a dataset of Catalyst prediction with 721,799 reactions and 888 catalyst types from USPTO. Predict which catalyst facilitates the given reaction. (1) Reactant: [CH2:1]([O:3][C:4]([C:6]1[C:10]([C:11]2[CH:16]=[CH:15][C:14]([Cl:17])=[C:13]([Cl:18])[CH:12]=2)=[CH:9][S:8][C:7]=1[NH2:19])=[O:5])[CH3:2].[C:20]1(=O)[O:25][C:23](=[O:24])[C:22]2=[CH:26][CH:27]=[CH:28][CH:29]=[C:21]12. Product: [CH2:1]([O:3][C:4]([C:6]1[C:10]([C:11]2[CH:16]=[CH:15][C:14]([Cl:17])=[C:13]([Cl:18])[CH:12]=2)=[CH:9][S:8][C:7]=1[N:19]1[C:23](=[O:24])[C:22]2[C:21](=[CH:29][CH:28]=[CH:27][CH:26]=2)[C:20]1=[O:25])=[O:5])[CH3:2]. The catalyst class is: 15. (2) Reactant: Cl.[CH3:2][O:3][CH2:4][C@H:5]1[C@H:14]2[CH2:15][CH2:16][N:17]([C:18]([C@H:20]3[CH2:25][CH2:24][CH2:23][CH2:22][C@H:21]3[NH2:26])=[O:19])[C@H:13]2[C:12]2[CH:11]=[CH:10][CH:9]=[CH:8][C:7]=2[NH:6]1.C(N(CC)CC)C.[NH:34]1[C:38]2[CH:39]=[CH:40][C:41]([C:43](O)=[O:44])=[CH:42][C:37]=2[N:36]=[N:35]1.CCOC(OC(OCC)=O)=O. Product: [CH3:2][O:3][CH2:4][C@H:5]1[C@H:14]2[CH2:15][CH2:16][N:17]([C:18]([C@H:20]3[CH2:25][CH2:24][CH2:23][CH2:22][C@H:21]3[NH:26][C:43]([C:41]3[CH:40]=[CH:39][C:38]4[NH:34][N:35]=[N:36][C:37]=4[CH:42]=3)=[O:44])=[O:19])[C@H:13]2[C:12]2[CH:11]=[CH:10][CH:9]=[CH:8][C:7]=2[NH:6]1. The catalyst class is: 20. (3) Reactant: C([O:3][C:4](=[O:35])[CH:5]=[C:6]([C:8]1[S:12][C:11]2[CH:13]=[CH:14][C:15]([F:34])=[C:16]([C:17]3[CH:22]=[C:21]([CH:23]([CH3:25])[CH3:24])[CH:20]=[C:19]([CH:26]([CH3:28])[CH3:27])[C:18]=3[O:29][CH2:30][CH2:31][CH2:32][CH3:33])[C:10]=2[CH:9]=1)[CH3:7])C.C1COCC1.[Li+].[OH-]. Product: [CH2:30]([O:29][C:18]1[C:19]([CH:26]([CH3:28])[CH3:27])=[CH:20][C:21]([CH:23]([CH3:24])[CH3:25])=[CH:22][C:17]=1[C:16]1[C:10]2[CH:9]=[C:8]([C:6]([CH3:7])=[CH:5][C:4]([OH:35])=[O:3])[S:12][C:11]=2[CH:13]=[CH:14][C:15]=1[F:34])[CH2:31][CH2:32][CH3:33]. The catalyst class is: 5. (4) Reactant: C(OC(=O)[NH:10][C@H:11]1[CH2:16][CH2:15][C@@H:14]([O:17][CH3:18])[C@H:13]([NH:19][C:20]([O:22][C:23]([CH3:26])([CH3:25])[CH3:24])=[O:21])[CH2:12]1)C1C=CC=CC=1. Product: [C:23]([O:22][C:20](=[O:21])[NH:19][C@@H:13]1[CH2:12][C@@H:11]([NH2:10])[CH2:16][CH2:15][C@H:14]1[O:17][CH3:18])([CH3:26])([CH3:25])[CH3:24]. The catalyst class is: 19.